From a dataset of Peptide-MHC class I binding affinity with 185,985 pairs from IEDB/IMGT. Regression. Given a peptide amino acid sequence and an MHC pseudo amino acid sequence, predict their binding affinity value. This is MHC class I binding data. The peptide sequence is PSYQLPLPM. The MHC is HLA-A02:03 with pseudo-sequence HLA-A02:03. The binding affinity (normalized) is 0.0847.